Task: Predict the reaction yield, written as a fraction of the theoretical maximum amount of product (1.0 means a 100% yield; for example, 0.34 means a 34% yield).. Dataset: Reaction yield outcomes from USPTO patents with 853,638 reactions (1) The reactants are [I:1][C:2]1[CH:12]=[N:11][C:5]2[NH:6][CH2:7][C:8](=[O:10])[NH:9][C:4]=2[CH:3]=1.[CH2:13](Br)[C:14]1[CH:19]=[CH:18][CH:17]=[CH:16][CH:15]=1. No catalyst specified. The product is [CH2:13]([N:9]1[C:8](=[O:10])[CH2:7][NH:6][C:5]2[N:11]=[CH:12][C:2]([I:1])=[CH:3][C:4]1=2)[C:14]1[CH:19]=[CH:18][CH:17]=[CH:16][CH:15]=1. The yield is 0.380. (2) The reactants are I[CH2:2][C@@H:3]([CH3:16])[CH2:4][N:5]1[C:10]2[CH:11]=[CH:12][CH:13]=[CH:14][C:9]=2[O:8][CH2:7][C:6]1=[O:15].[CH2:17]([CH:21]1[CH2:26][CH2:25][NH:24][CH2:23][CH2:22]1)[CH2:18][CH2:19][CH3:20]. The catalyst is CC#N. The product is [CH2:17]([CH:21]1[CH2:26][CH2:25][N:24]([CH2:2][C@@H:3]([CH3:16])[CH2:4][N:5]2[C:10]3[CH:11]=[CH:12][CH:13]=[CH:14][C:9]=3[O:8][CH2:7][C:6]2=[O:15])[CH2:23][CH2:22]1)[CH2:18][CH2:19][CH3:20]. The yield is 0.790. (3) The reactants are [C:1]([C:4]1[CH:5]=[C:6]([CH:20]=[CH:21][CH:22]=1)[CH2:7][N:8]1[C:17]2[CH2:16][CH2:15][CH2:14][CH2:13][C:12]=2[C:11](=[O:18])[NH:10][C:9]1=[O:19])(O)=[O:2].[N:23]1[CH:28]=[CH:27][CH:26]=[N:25][C:24]=1[N:29]1[CH2:34][CH2:33][NH:32][CH2:31][CH2:30]1.F[P-](F)(F)(F)(F)F.N1(OC(N(C)C)=[N+](C)C)C2N=CC=CC=2N=N1.C(N(CC)C(C)C)(C)C. The catalyst is CN(C=O)C.O. The product is [N:23]1[CH:28]=[CH:27][CH:26]=[N:25][C:24]=1[N:29]1[CH2:34][CH2:33][N:32]([C:1]([C:4]2[CH:5]=[C:6]([CH:20]=[CH:21][CH:22]=2)[CH2:7][N:8]2[C:17]3[CH2:16][CH2:15][CH2:14][CH2:13][C:12]=3[C:11](=[O:18])[NH:10][C:9]2=[O:19])=[O:2])[CH2:31][CH2:30]1. The yield is 0.233. (4) The reactants are CO[C:3]1[CH:4]=[C:5]2[C:9](=C[CH:11]=1)[NH:8][CH:7]=[CH:6]2.[C:12](Cl)(=[O:16])[C:13](Cl)=O.C(=O)([O-])[O-].[NH4+:22].[NH4+:23]. The catalyst is C(OCC)C. The product is [NH:8]1[C:9]2[C:5](=[CH:4][CH:3]=[CH:11][N:22]=2)[C:6]([CH2:13][C:12]([NH2:23])=[O:16])=[CH:7]1. The yield is 0.780.